This data is from hERG Central: cardiac toxicity at 1µM, 10µM, and general inhibition. The task is: Predict hERG channel inhibition at various concentrations. Results: hERG_inhib (hERG inhibition (general)): blocker. The drug is CCCCC[C@H]1CN(CCCC)C(=O)[C@@H]1CC(=O)NCc1ccc(OC)cc1.